Task: Predict the reaction yield, written as a fraction of the theoretical maximum amount of product (1.0 means a 100% yield; for example, 0.34 means a 34% yield).. Dataset: Reaction yield outcomes from USPTO patents with 853,638 reactions The reactants are [Cl:1][C:2]1[C:3]([O:15][CH2:16][CH2:17][CH3:18])=[C:4]([CH:12]=[CH:13][CH:14]=1)[CH2:5][N:6]([CH3:11])[C:7](=[O:10])[CH:8]=[CH2:9].C(N(C(C)C)CC)(C)C.Br[C:29]1[CH:42]=[N:41][C:32]2[NH:33][C:34](=[O:40])[C:35]([CH3:39])([CH3:38])[NH:36][CH2:37][C:31]=2[CH:30]=1.CC1C=CC=CC=1P(C1C=CC=CC=1C)C1C=CC=CC=1C. The catalyst is C(#N)CC.CN(C=O)C.CC([O-])=O.CC([O-])=O.[Pd+2]. The product is [Cl:1][C:2]1[C:3]([O:15][CH2:16][CH2:17][CH3:18])=[C:4]([CH:12]=[CH:13][CH:14]=1)[CH2:5][N:6]([CH3:11])[C:7](=[O:10])/[CH:8]=[CH:9]/[C:29]1[CH:42]=[N:41][C:32]2[NH:33][C:34](=[O:40])[C:35]([CH3:39])([CH3:38])[NH:36][CH2:37][C:31]=2[CH:30]=1. The yield is 0.590.